From a dataset of Catalyst prediction with 721,799 reactions and 888 catalyst types from USPTO. Predict which catalyst facilitates the given reaction. (1) Reactant: [CH2:1]([NH2:4])[CH:2]=[CH2:3].C(N(CC)CC)C.Cl[C:13](OC1C=CC([N+]([O-])=O)=CC=1)=[O:14].[NH2:25][C:26]([CH3:30])([CH3:29])[CH2:27][OH:28]. Product: [CH2:1]([NH:4][C:13]([NH:25][C:26]([CH3:30])([CH3:29])[CH2:27][OH:28])=[O:14])[CH:2]=[CH2:3]. The catalyst class is: 22. (2) Reactant: [Br:1][C:2]1[CH:3]=[C:4]([NH:9][CH3:10])[C:5]([NH2:8])=[CH:6][CH:7]=1.[S:11](N)(N)(=[O:13])=[O:12].N1C=CC=CC=1.Cl. Product: [Br:1][C:2]1[CH:7]=[CH:6][C:5]2[NH:8][S:11](=[O:13])(=[O:12])[N:9]([CH3:10])[C:4]=2[CH:3]=1. The catalyst class is: 84.